From a dataset of Forward reaction prediction with 1.9M reactions from USPTO patents (1976-2016). Predict the product of the given reaction. (1) The product is: [C:1]([C:3]1[C:8]([CH2:9][P:19]([O:23][CH2:24][CH3:25])([O:20][CH2:21][CH3:22])=[O:26])=[C:7]([C:11]#[N:12])[C:6]([CH2:13][P:19]([O:23][CH2:24][CH3:25])([O:20][CH2:21][CH3:22])=[O:26])=[C:5]([C:15]#[N:16])[C:4]=1[CH2:17][P:19]([O:20][CH2:21][CH3:22])([O:23][CH2:24][CH3:25])=[O:26])#[N:2]. Given the reactants [C:1]([C:3]1[C:8]([CH2:9]Br)=[C:7]([C:11]#[N:12])[C:6]([CH2:13]Br)=[C:5]([C:15]#[N:16])[C:4]=1[CH2:17]Br)#[N:2].[P:19]([O:26]CC)([O:23][CH2:24][CH3:25])[O:20][CH2:21][CH3:22], predict the reaction product. (2) Given the reactants [Si]([O:8][C@H:9]1[C@:16]2([CH3:17])[N:12]([C:13](=[O:28])[N:14]([C:18]3[CH:25]=[CH:24][C:21]([C:22]#[N:23])=[C:20]([Cl:26])[C:19]=3[CH3:27])[CH2:15]2)[CH2:11][CH2:10]1)(C(C)(C)C)(C)C.C(O)(=O)C.CCCC[N+](CCCC)(CCCC)CCCC.[F-], predict the reaction product. The product is: [Cl:26][C:20]1[C:19]([CH3:27])=[C:18]([N:14]2[CH2:15][C@:16]3([CH3:17])[C@H:9]([OH:8])[CH2:10][CH2:11][N:12]3[C:13]2=[O:28])[CH:25]=[CH:24][C:21]=1[C:22]#[N:23]. (3) The product is: [F:14][C:15]([F:39])([F:40])[C:16]1[C:17]([O:28][C@H:29]2[CH2:30][CH2:31][C@@H:32]([C:35]([F:38])([F:36])[F:37])[CH2:33][CH2:34]2)=[CH:18][CH:19]=[C:20]2[C:25]=1[CH:24]=[C:23]([CH2:26][N:2]1[CH2:7][CH2:6][CH2:5][C@H:4]([CH2:8][C:9]([OH:11])=[O:10])[CH2:3]1)[CH:22]=[CH:21]2. Given the reactants Cl.[NH:2]1[CH2:7][CH2:6][CH2:5][C@H:4]([CH2:8][C:9]([O:11]CC)=[O:10])[CH2:3]1.[F:14][C:15]([F:40])([F:39])[C:16]1[C:17]([O:28][C@H:29]2[CH2:34][CH2:33][C@@H:32]([C:35]([F:38])([F:37])[F:36])[CH2:31][CH2:30]2)=[CH:18][CH:19]=[C:20]2[C:25]=1[CH:24]=[C:23]([CH:26]=O)[CH:22]=[CH:21]2.C(O)(=O)C.C(O[BH-](OC(=O)C)OC(=O)C)(=O)C.[Na+].CO.[OH-].[Na+].Cl, predict the reaction product. (4) Given the reactants [CH:1]1([CH2:7][C@H:8]([N:12]2[CH2:16][C:15]([O:17][C:18]3[CH:23]=[CH:22][CH:21]=[CH:20][CH:19]=3)=[CH:14][C:13]2=[O:24])[C:9]([OH:11])=O)[CH2:6][CH2:5][CH2:4][CH2:3][CH2:2]1.Cl.[CH3:26]N(C)CCCN=C=NCC.C(N(CC)C(C)C)(C)C.ON1C2C=CC=CC=2N=N1.Cl.[OH:57][C@@H:58]([CH2:88]O)[CH2:59][N:60]1[CH:64]=[CH:63][C:62]([NH:65]C(=O)[C@@H](N2CC(OC3C=CC=C(Cl)C=3Cl)=CC2=O)CC(C)C)=[N:61]1, predict the reaction product. The product is: [CH:1]1([CH2:7][C@H:8]([N:12]2[CH2:16][C:15]([O:17][C:18]3[CH:19]=[CH:20][CH:21]=[CH:22][CH:23]=3)=[CH:14][C:13]2=[O:24])[C:9]([NH:65][C:62]2[CH:63]=[CH:64][N:60]([CH2:59][C:58]([OH:57])([CH3:88])[CH3:26])[N:61]=2)=[O:11])[CH2:2][CH2:3][CH2:4][CH2:5][CH2:6]1. (5) Given the reactants [Cl:1][C:2]1[CH:3]=[CH:4][C:5]2[N:11]3[C:12]([C:15]([F:18])([F:17])[F:16])=[N:13][N:14]=[C:10]3[C@@H:9]([CH2:19][C:20](O)=[O:21])[S:8][C@H:7]([C:23]3[CH:28]=[CH:27][CH:26]=[C:25]([O:29][CH3:30])[C:24]=3[O:31][CH3:32])[C:6]=2[CH:33]=1.Cl.[C:35]([O:39][C:40](=[O:43])[CH2:41][NH2:42])([CH3:38])([CH3:37])[CH3:36].Cl.C(N=C=NCCCN(C)C)C.O.ON1C2C=CC=CC=2N=N1, predict the reaction product. The product is: [Cl:1][C:2]1[CH:3]=[CH:4][C:5]2[N:11]3[C:12]([C:15]([F:18])([F:17])[F:16])=[N:13][N:14]=[C:10]3[C@@H:9]([CH2:19][C:20]([NH:42][CH2:41][C:40]([O:39][C:35]([CH3:38])([CH3:37])[CH3:36])=[O:43])=[O:21])[S:8][C@H:7]([C:23]3[CH:28]=[CH:27][CH:26]=[C:25]([O:29][CH3:30])[C:24]=3[O:31][CH3:32])[C:6]=2[CH:33]=1.